Dataset: NCI-60 drug combinations with 297,098 pairs across 59 cell lines. Task: Regression. Given two drug SMILES strings and cell line genomic features, predict the synergy score measuring deviation from expected non-interaction effect. (1) Drug 1: CCC1=CC2CC(C3=C(CN(C2)C1)C4=CC=CC=C4N3)(C5=C(C=C6C(=C5)C78CCN9C7C(C=CC9)(C(C(C8N6C)(C(=O)OC)O)OC(=O)C)CC)OC)C(=O)OC.C(C(C(=O)O)O)(C(=O)O)O. Drug 2: CC1C(C(CC(O1)OC2CC(OC(C2O)C)OC3=CC4=CC5=C(C(=O)C(C(C5)C(C(=O)C(C(C)O)O)OC)OC6CC(C(C(O6)C)O)OC7CC(C(C(O7)C)O)OC8CC(C(C(O8)C)O)(C)O)C(=C4C(=C3C)O)O)O)O. Cell line: COLO 205. Synergy scores: CSS=25.2, Synergy_ZIP=0.722, Synergy_Bliss=2.55, Synergy_Loewe=-4.17, Synergy_HSA=-0.152. (2) Drug 1: CCN(CC)CCCC(C)NC1=C2C=C(C=CC2=NC3=C1C=CC(=C3)Cl)OC. Drug 2: C1CCC(C(C1)N)N.C(=O)(C(=O)[O-])[O-].[Pt+4]. Cell line: SNB-75. Synergy scores: CSS=20.8, Synergy_ZIP=-3.10, Synergy_Bliss=-1.56, Synergy_Loewe=-7.65, Synergy_HSA=-0.800. (3) Drug 1: CC1=C(C=C(C=C1)NC(=O)C2=CC=C(C=C2)CN3CCN(CC3)C)NC4=NC=CC(=N4)C5=CN=CC=C5. Drug 2: C1=NC2=C(N=C(N=C2N1C3C(C(C(O3)CO)O)F)Cl)N. Cell line: SK-MEL-28. Synergy scores: CSS=16.7, Synergy_ZIP=-2.37, Synergy_Bliss=2.48, Synergy_Loewe=-5.09, Synergy_HSA=2.60. (4) Drug 1: CC1=C2C(C(=O)C3(C(CC4C(C3C(C(C2(C)C)(CC1OC(=O)C(C(C5=CC=CC=C5)NC(=O)OC(C)(C)C)O)O)OC(=O)C6=CC=CC=C6)(CO4)OC(=O)C)OC)C)OC. Drug 2: C1=CC=C(C=C1)NC(=O)CCCCCCC(=O)NO. Cell line: HT29. Synergy scores: CSS=55.8, Synergy_ZIP=2.51, Synergy_Bliss=2.90, Synergy_Loewe=-11.9, Synergy_HSA=3.54.